From a dataset of Reaction yield outcomes from USPTO patents with 853,638 reactions. Predict the reaction yield, written as a fraction of the theoretical maximum amount of product (1.0 means a 100% yield; for example, 0.34 means a 34% yield). The reactants are [NH2:1][C:2]1[CH:9]=[CH:8][CH:7]=[CH:6][C:3]=1[CH2:4]O.[BrH:10].[C:11]1([P:17]([C:24]2[CH:29]=[CH:28][CH:27]=[CH:26][CH:25]=2)[C:18]2[CH:23]=[CH:22][CH:21]=[CH:20][CH:19]=2)[CH:16]=[CH:15][CH:14]=[CH:13][CH:12]=1. The catalyst is C(#N)C. The product is [Br-:10].[C:24]1([P+:17]([C:11]2[CH:12]=[CH:13][CH:14]=[CH:15][CH:16]=2)([C:18]2[CH:23]=[CH:22][CH:21]=[CH:20][CH:19]=2)[CH2:4][C:3]2[CH:6]=[CH:7][CH:8]=[CH:9][C:2]=2[NH2:1])[CH:25]=[CH:26][CH:27]=[CH:28][CH:29]=1. The yield is 0.880.